From a dataset of Reaction yield outcomes from USPTO patents with 853,638 reactions. Predict the reaction yield, written as a fraction of the theoretical maximum amount of product (1.0 means a 100% yield; for example, 0.34 means a 34% yield). (1) The reactants are [N:1]([C:4]1[CH:9]=[C:8]([N+:10]([O-:12])=[O:11])[CH:7]=[CH:6][C:5]=1[O:13][CH2:14][C:15]([CH3:17])=[CH2:16])=[N+]=[N-]. The catalyst is C1C=CC=CC=1. The product is [CH3:16][C:15]12[CH2:17][N:1]1[C:4]1[CH:9]=[C:8]([N+:10]([O-:12])=[O:11])[CH:7]=[CH:6][C:5]=1[O:13][CH2:14]2. The yield is 0.650. (2) The reactants are [CH:1]1([CH2:6][C@H:7]([C:11]2[CH:16]=[CH:15][C:14]([Cl:17])=[C:13]([Cl:18])[CH:12]=2)[C:8]([OH:10])=O)[CH2:5][CH2:4][CH2:3][CH2:2]1.C(Cl)(=O)C(Cl)=O.[NH2:25][C:26]1[CH:31]=[N:30][CH:29]=[CH:28][N:27]=1.N1C=CC=CC=1. The catalyst is C(Cl)Cl.CN(C)C=O.O1CCCC1.O. The product is [CH:1]1([CH2:6][C@H:7]([C:11]2[CH:16]=[CH:15][C:14]([Cl:17])=[C:13]([Cl:18])[CH:12]=2)[C:8]([NH:25][C:26]2[CH:31]=[N:30][CH:29]=[CH:28][N:27]=2)=[O:10])[CH2:2][CH2:3][CH2:4][CH2:5]1. The yield is 0.760. (3) The reactants are [C:1]([O:5][C:6]([NH:8][CH:9]([CH:13]([CH3:15])[CH3:14])[C:10]([OH:12])=O)=[O:7])([CH3:4])([CH3:3])[CH3:2].[NH2:16][CH:17]([CH3:48])[C:18]([NH:20][CH:21]([CH2:38][C:39]1[CH:44]=[C:43]([F:45])[C:42]([F:46])=[CH:41][C:40]=1[F:47])[CH2:22][C:23](=[O:37])[N:24]1[CH2:29][CH2:28][N:27]2[C:30]([C:33]([F:36])([F:35])[F:34])=[N:31][N:32]=[C:26]2[CH2:25]1)=[O:19]. The catalyst is C(Cl)Cl. The product is [C:1]([O:5][C:6](=[O:7])[NH:8][CH:9]([C:10](=[O:12])[NH:16][CH:17]([C:18](=[O:19])[NH:20][CH:21]([CH2:38][C:39]1[CH:44]=[C:43]([F:45])[C:42]([F:46])=[CH:41][C:40]=1[F:47])[CH2:22][C:23](=[O:37])[N:24]1[CH2:29][CH2:28][N:27]2[C:30]([C:33]([F:35])([F:34])[F:36])=[N:31][N:32]=[C:26]2[CH2:25]1)[CH3:48])[CH:13]([CH3:15])[CH3:14])([CH3:2])([CH3:3])[CH3:4]. The yield is 0.580. (4) The reactants are Br[C:2]1[CH:7]=[CH:6][C:5]([S:8]([N:11]([C:13]2[CH:18]=[CH:17][CH:16]=[C:15]([O:19][CH3:20])[CH:14]=2)[CH3:12])(=[O:10])=[O:9])=[CH:4][CH:3]=1.Br[C:22]1[CH:29]=[CH:28][C:25]([CH:26]=[O:27])=[CH:24][CH:23]=1.OCC1SC(B(O)O)=CC=1. No catalyst specified. The product is [CH:26]([C:25]1[CH:28]=[CH:29][C:22]([C:2]2[CH:7]=[CH:6][C:5]([S:8]([N:11]([C:13]3[CH:18]=[CH:17][CH:16]=[C:15]([O:19][CH3:20])[CH:14]=3)[CH3:12])(=[O:10])=[O:9])=[CH:4][CH:3]=2)=[CH:23][CH:24]=1)=[O:27]. The yield is 0.730. (5) The reactants are [O:1]1[B:6]2[O:7][CH2:8][C:9]3[CH2:10][O:11][CH:12]=[CH:13][C:4]([C:5]=32)=[CH:3][CH:2]1[CH2:14][NH:15][C:16](=[O:22])[O:17][C:18]([CH3:21])([CH3:20])[CH3:19].C1C(=O)N([Br:30])C(=O)C1.CC(N=NC(C#N)(C)C)(C#N)C. The catalyst is C(#N)C. The yield is 0.500. The product is [Br:30][C:3]1[CH:2]([CH2:14][NH:15][C:16](=[O:22])[O:17][C:18]([CH3:19])([CH3:21])[CH3:20])[O:1][B:6]2[C:5]3[C:4]=1[CH:13]=[CH:12][O:11][CH2:10][C:9]=3[CH2:8][O:7]2. (6) The catalyst is CO. The yield is 0.960. The reactants are [CH3:1][CH2:2][C:3]([C:5]1[CH:10]=[CH:9][C:8]([C:11]([F:14])([F:13])[F:12])=[CH:7][CH:6]=1)=[O:4].[BH4-].[Na+]. The product is [F:12][C:11]([F:13])([F:14])[C:8]1[CH:7]=[CH:6][C:5]([CH:3]([OH:4])[CH2:2][CH3:1])=[CH:10][CH:9]=1. (7) The reactants are C(N(CC)CC)C.C(Cl)Cl.[CH2:11]([N:15]1[C:23]([N:24]2[CH2:29][CH2:28][NH:27][C@H:26]([CH3:30])[CH2:25]2)=[N:22][C:21]2[C:16]1=[N:17][C:18]([C:37]1[CH:38]=[N:39][C:40]([NH2:43])=[N:41][CH:42]=1)=[N:19][C:20]=2[N:31]1[CH2:36][CH2:35][O:34][CH2:33][CH2:32]1)[CH:12]([CH3:14])[CH3:13].[C:44](OC(=O)C)(=[O:46])[CH3:45]. The catalyst is C(Cl)Cl.CO. The product is [C:44]([N:27]1[CH2:28][CH2:29][N:24]([C:23]2[N:15]([CH2:11][CH:12]([CH3:14])[CH3:13])[C:16]3[C:21]([N:22]=2)=[C:20]([N:31]2[CH2:36][CH2:35][O:34][CH2:33][CH2:32]2)[N:19]=[C:18]([C:37]2[CH:42]=[N:41][C:40]([NH2:43])=[N:39][CH:38]=2)[N:17]=3)[CH2:25][C@H:26]1[CH3:30])(=[O:46])[CH3:45]. The yield is 0.940.